Task: Predict the reactants needed to synthesize the given product.. Dataset: Full USPTO retrosynthesis dataset with 1.9M reactions from patents (1976-2016) (1) Given the product [OH:22][C@H:21]([C:7]1[CH:12]=[CH:11][C:10]([O:13][CH3:14])=[CH:9][CH:8]=1)[C@H:18]1[CH2:19][O:20][C:16]([CH3:30])([CH3:15])[N:17]1[C:23]([O:25][CH2:26][C:3]1[CH:2]=[CH:33][CH:32]=[CH:31][CH:35]=1)=[O:24], predict the reactants needed to synthesize it. The reactants are: Br[CH2:2][CH2:3]Br.[Mg].Br[C:7]1[CH:12]=[CH:11][C:10]([O:13][CH3:14])=[CH:9][CH:8]=1.[CH3:15][C:16]1([CH3:30])[O:20][CH2:19][C@@H:18]([CH:21]=[O:22])[N:17]1[C:23]([O:25][C:26](C)(C)C)=[O:24].[CH2:31]1[CH2:35]O[CH2:33][CH2:32]1. (2) The reactants are: [CH:1]1([C:9]2[CH:14]=[CH:13][CH:12]=[CH:11][C:10]=2[N:15]2[CH2:20][CH2:19][NH:18][CH2:17][CH2:16]2)[CH2:8][CH2:7][CH2:6][CH2:5][CH2:4][CH2:3][CH2:2]1.[CH:21](=O)[CH:22]([CH3:24])[CH3:23].C(O[BH-](OC(=O)C)OC(=O)C)(=O)C.[Na+].C(O)(=O)C.C(=O)([O-])O.[Na+]. Given the product [CH:1]1([C:9]2[CH:14]=[CH:13][CH:12]=[CH:11][C:10]=2[N:15]2[CH2:16][CH2:17][N:18]([CH2:21][CH:22]([CH3:24])[CH3:23])[CH2:19][CH2:20]2)[CH2:2][CH2:3][CH2:4][CH2:5][CH2:6][CH2:7][CH2:8]1, predict the reactants needed to synthesize it. (3) Given the product [Cl:42][C:39]1[CH:38]=[CH:37][C:36]([N:33]2[CH2:32][CH2:31][N:30]([C:28](=[O:29])[CH2:27][N:6]3[C:7]([CH3:12])=[C:8]([N+:9]([O-:11])=[O:10])[C:4]([C:3]([F:13])([F:14])[C:2]([F:1])([F:19])[C:15]([F:17])([F:18])[F:16])=[N:5]3)[CH2:35][CH2:34]2)=[CH:41][CH:40]=1, predict the reactants needed to synthesize it. The reactants are: [F:1][C:2]([F:19])([C:15]([F:18])([F:17])[F:16])[C:3]([F:14])([F:13])[C:4]1[C:8]([N+:9]([O-:11])=[O:10])=[C:7]([CH3:12])[NH:6][N:5]=1.C([O-])([O-])=O.[K+].[K+].Cl[CH2:27][C:28]([N:30]1[CH2:35][CH2:34][N:33]([C:36]2[CH:41]=[CH:40][C:39]([Cl:42])=[CH:38][CH:37]=2)[CH2:32][CH2:31]1)=[O:29].CN(C=O)C. (4) Given the product [C:41]1([CH:31]([C:25]2[CH:26]=[CH:27][CH:28]=[CH:29][CH:30]=2)[CH2:32][CH2:33][N:34]2[CH2:38][CH2:37][C@@:36]([CH3:40])([OH:39])[CH2:35]2)[CH:42]=[CH:43][CH:44]=[CH:45][CH:46]=1, predict the reactants needed to synthesize it. The reactants are: COC(C1[C@H](C2C=CC=C([N+]([O-])=O)C=2)C(C(O)=O)=C(C)NC=1C)=O.[C:25]1([CH:31]([C:41]2[CH:46]=[CH:45][CH:44]=[CH:43][CH:42]=2)[CH2:32][CH2:33][N:34]2[CH2:38][CH2:37][C:36]([CH3:40])([OH:39])[CH2:35]2)[CH:30]=[CH:29][CH:28]=[CH:27][CH:26]=1.[OH-].[Na+]. (5) Given the product [CH3:71][O:70][C:68](=[O:69])[C:67]1[CH:72]=[CH:73][C:64]([NH:63][C:30]([C@@H:20]2[NH:19][C@@H:18]([CH2:33][C:34]([CH3:36])([CH3:35])[CH3:37])[C@:17]3([C:12]4[C:13](=[CH:14][C:9]([Cl:8])=[CH:10][CH:11]=4)[NH:15][C:16]3=[O:38])[C@H:21]2[C:22]2[CH:27]=[C:26]([F:28])[CH:25]=[C:24]([Cl:29])[CH:23]=2)=[O:32])=[C:65]([O:74][CH3:75])[CH:66]=1, predict the reactants needed to synthesize it. The reactants are: FC(F)(F)C(O)=O.[Cl:8][C:9]1[CH:14]=[C:13]2[NH:15][C:16](=[O:38])[C:17]3([CH:21]([C:22]4[CH:27]=[C:26]([F:28])[CH:25]=[C:24]([Cl:29])[CH:23]=4)[CH:20]([C:30]([OH:32])=O)[NH:19][CH:18]3[CH2:33][C:34]([CH3:37])([CH3:36])[CH3:35])[C:12]2=[CH:11][CH:10]=1.C(N(C(C)C)CC)(C)C.C1(P(Cl)(C2C=CC=CC=2)=O)C=CC=CC=1.[NH2:63][C:64]1[CH:73]=[CH:72][C:67]([C:68]([O:70][CH3:71])=[O:69])=[CH:66][C:65]=1[O:74][CH3:75]. (6) The reactants are: C[O:2][C:3]([C:5]1[N:9]=[C:8]([C:10]([S:25]([C:28]2[CH:33]=[CH:32][CH:31]=[CH:30][CH:29]=2)(=[O:27])=[O:26])([CH:12]2[CH2:24][C:15]3[NH:16][C:17]4[CH:18]=[CH:19][C:20]([Cl:23])=[CH:21][C:22]=4[C:14]=3[CH2:13]2)[F:11])[O:7][N:6]=1)=[O:4].[OH-].[Na+].[NH4+].[Cl-]. Given the product [C:28]1([S:25]([C:10]([CH:12]2[CH2:24][C:15]3[NH:16][C:17]4[CH:18]=[CH:19][C:20]([Cl:23])=[CH:21][C:22]=4[C:14]=3[CH2:13]2)([F:11])[C:8]2[O:7][N:6]=[C:5]([C:3]([OH:4])=[O:2])[N:9]=2)(=[O:27])=[O:26])[CH:29]=[CH:30][CH:31]=[CH:32][CH:33]=1, predict the reactants needed to synthesize it.